Dataset: Forward reaction prediction with 1.9M reactions from USPTO patents (1976-2016). Task: Predict the product of the given reaction. (1) Given the reactants [C-:1]#[N:2].[K+].Br[CH2:5][C:6]1[CH:14]=[C:13]2[C:9]([CH2:10][CH2:11][N:12]2[S:15]([C:18]2[C:23]([CH3:24])=[CH:22][C:21]([O:25][CH3:26])=[CH:20][C:19]=2[CH3:27])(=[O:17])=[O:16])=[CH:8][CH:7]=1, predict the reaction product. The product is: [CH3:26][O:25][C:21]1[CH:22]=[C:23]([CH3:24])[C:18]([S:15]([N:12]2[C:13]3[C:9](=[CH:8][CH:7]=[C:6]([CH2:5][C:1]#[N:2])[CH:14]=3)[CH2:10][CH2:11]2)(=[O:17])=[O:16])=[C:19]([CH3:27])[CH:20]=1. (2) Given the reactants C(Cl)(=O)C(Cl)=O.[Br:7][C:8]1[CH:18]=[CH:17][C:11](/[CH:12]=[CH:13]/[C:14](O)=[O:15])=[CH:10][CH:9]=1.Cl.[CH3:20][NH:21][O:22][CH3:23].C(N(CC)CC)C, predict the reaction product. The product is: [Br:7][C:8]1[CH:18]=[CH:17][C:11]([CH:12]=[CH:13][C:14]([N:21]([O:22][CH3:23])[CH3:20])=[O:15])=[CH:10][CH:9]=1. (3) Given the reactants [N+:1]([C:4]1[CH:13]=[CH:12][CH:11]=[C:10]2[C:5]=1[CH:6]=[CH:7][C:8](Cl)=[N:9]2)([O-])=O.[CH3:15][C:16]1[O:20][C:19]([CH2:21][NH2:22])=[CH:18][CH:17]=1.[Cl:23][C:24]1[N:29]=[CH:28][C:27]([S:30](Cl)(=[O:32])=[O:31])=[CH:26][CH:25]=1, predict the reaction product. The product is: [CH3:15][C:16]1[O:20][C:19]([CH2:21][NH:22][C:8]2[CH:7]=[CH:6][C:5]3[C:10](=[CH:11][CH:12]=[CH:13][C:4]=3[NH:1][S:30]([C:27]3[CH:28]=[N:29][C:24]([Cl:23])=[CH:25][CH:26]=3)(=[O:32])=[O:31])[N:9]=2)=[CH:18][CH:17]=1. (4) Given the reactants [Cl:1][C:2]1[CH:3]=[C:4]2[C:9](=[N:10][CH:11]=1)[NH:8][C:7](=[O:12])[C:6]([C:13]#[N:14])=[C:5]2[N:15]1[CH2:20][CH2:19][N:18]([C:21]([C:23]2[O:24][CH:25]=[CH:26][CH:27]=2)=[O:22])[CH2:17][CH2:16]1.Br[CH2:29][C:30]([C:32]1[CH:37]=[CH:36][CH:35]=[CH:34][CH:33]=1)=[O:31], predict the reaction product. The product is: [Cl:1][C:2]1[CH:3]=[C:4]2[C:9](=[N:10][CH:11]=1)[N:8]([CH2:29][C:30](=[O:31])[C:32]1[CH:37]=[CH:36][CH:35]=[CH:34][CH:33]=1)[C:7](=[O:12])[C:6]([C:13]#[N:14])=[C:5]2[N:15]1[CH2:20][CH2:19][N:18]([C:21]([C:23]2[O:24][CH:25]=[CH:26][CH:27]=2)=[O:22])[CH2:17][CH2:16]1. (5) Given the reactants C(=O)([O-])[O-].[K+].[K+].C[Si]([C:11]#[C:12][C:13]1[C:21]2[C:16](=[CH:17][CH:18]=[CH:19][CH:20]=2)[N:15](C(OC(C)(C)C)=O)[N:14]=1)(C)C, predict the reaction product. The product is: [C:12]([C:13]1[C:21]2[C:16](=[CH:17][CH:18]=[CH:19][CH:20]=2)[NH:15][N:14]=1)#[CH:11]. (6) Given the reactants Cl.[NH2:2][CH2:3][CH2:4][N:5]([CH3:33])[C:6]([C:8]1[S:20][C:19]2[C:18]3[CH:17]=[CH:16][CH:15]=[CH:14][C:13]=3[N:12]([CH2:21][C:22](=[O:29])[C:23]3[CH:28]=[CH:27][CH:26]=[CH:25][CH:24]=3)[C:11](=[O:30])[C:10]=2[C:9]=1[O:31][CH3:32])=[O:7].C(N(CC)CC)C.[C:41]([O:44][CH2:45][C:46](Cl)=[O:47])(=[O:43])[CH3:42], predict the reaction product. The product is: [C:41]([O:44][CH2:45][C:46]([NH:2][CH2:3][CH2:4][N:5]([C:6]([C:8]1[S:20][C:19]2[C:18]3[CH:17]=[CH:16][CH:15]=[CH:14][C:13]=3[N:12]([CH2:21][C:22](=[O:29])[C:23]3[CH:24]=[CH:25][CH:26]=[CH:27][CH:28]=3)[C:11](=[O:30])[C:10]=2[C:9]=1[O:31][CH3:32])=[O:7])[CH3:33])=[O:47])(=[O:43])[CH3:42].